Dataset: Forward reaction prediction with 1.9M reactions from USPTO patents (1976-2016). Task: Predict the product of the given reaction. (1) The product is: [O:14]1[CH2:15][CH2:16][N:11]([C:10]2[C:5]3[N:6]([C:2]([C:40]4[CH:41]=[C:36]([CH:37]=[CH:38][CH:39]=4)[C:34]([O:33][C:29]([CH3:31])([CH3:32])[CH3:30])=[O:35])=[C:3]([C:17]#[C:18][C:19]4[CH:28]=[CH:27][C:26]5[C:21](=[CH:22][CH:23]=[CH:24][CH:25]=5)[N:20]=4)[N:4]=3)[N:7]=[CH:8][CH:9]=2)[CH2:12][CH2:13]1. Given the reactants Br[C:2]1[N:6]2[N:7]=[CH:8][CH:9]=[C:10]([N:11]3[CH2:16][CH2:15][O:14][CH2:13][CH2:12]3)[C:5]2=[N:4][C:3]=1[C:17]#[C:18][C:19]1[CH:28]=[CH:27][C:26]2[C:21](=[CH:22][CH:23]=[CH:24][CH:25]=2)[N:20]=1.[C:29]([O:33][C:34]([C:36]1[CH:37]=[C:38](B(O)O)[CH:39]=[CH:40][CH:41]=1)=[O:35])([CH3:32])([CH3:31])[CH3:30].C(=O)([O-])[O-].[Cs+].[Cs+].CCOC(C)=O, predict the reaction product. (2) Given the reactants [CH2:1](Br)[C:2]1[CH:7]=[CH:6][CH:5]=[CH:4][CH:3]=1.[Cl:9][C:10]1[CH:15]=[C:14]([Cl:16])[CH:13]=[CH:12][C:11]=1[C:17]1[NH:22][C:21](=[O:23])[C:20]([C:24]#[N:25])=[CH:19][C:18]=1[C:26]1[CH:31]=[CH:30][C:29]([Cl:32])=[CH:28][CH:27]=1, predict the reaction product. The product is: [CH2:1]([O:23][C:21]1[C:20]([C:24]#[N:25])=[CH:19][C:18]([C:26]2[CH:27]=[CH:28][C:29]([Cl:32])=[CH:30][CH:31]=2)=[C:17]([C:11]2[CH:12]=[CH:13][C:14]([Cl:16])=[CH:15][C:10]=2[Cl:9])[N:22]=1)[C:2]1[CH:7]=[CH:6][CH:5]=[CH:4][CH:3]=1.